This data is from Catalyst prediction with 721,799 reactions and 888 catalyst types from USPTO. The task is: Predict which catalyst facilitates the given reaction. Product: [Br:7][C:8]1[CH:9]=[C:10]2[C:11](=[CH:13][CH:14]=1)[NH:12][N:17]=[CH:15]2. Reactant: F[B-](F)(F)F.[NH4+].[Br:7][C:8]1[CH:14]=[CH:13][C:11]([NH2:12])=[C:10]([CH3:15])[CH:9]=1.Cl.[N:17]([O-])=O.[Na+].CC([O-])=O.[K+].C1OCCOCCOCCOCCOCCOC1. The catalyst class is: 15.